From a dataset of Forward reaction prediction with 1.9M reactions from USPTO patents (1976-2016). Predict the product of the given reaction. (1) Given the reactants [NH2:1][C:2]1[N:10]=[C:9]2[C:5]([N:6]=[CH:7][N:8]2[CH2:11][CH2:12][CH2:13][N:14]=[N+:15]=[N-:16])=[C:4]([O:17][CH2:18][C:19]2[CH:32]=[CH:31][C:22]([CH2:23][NH:24]C(=O)C(F)(F)F)=[CH:21][CH:20]=2)[N:3]=1.CN, predict the reaction product. The product is: [NH2:1][C:2]1[N:10]=[C:9]2[C:5]([N:6]=[CH:7][N:8]2[CH2:11][CH2:12][CH2:13][N:14]=[N+:15]=[N-:16])=[C:4]([O:17][CH2:18][C:19]2[CH:20]=[CH:21][C:22]([CH2:23][NH2:24])=[CH:31][CH:32]=2)[N:3]=1. (2) Given the reactants [N+:1]([C:4]1[CH:12]=[CH:11][C:10]([N:13]2[CH2:18][CH2:17][CH2:16][CH2:15][CH2:14]2)=[CH:9][C:5]=1[C:6]([NH2:8])=[O:7])([O-])=O, predict the reaction product. The product is: [NH2:1][C:4]1[CH:12]=[CH:11][C:10]([N:13]2[CH2:18][CH2:17][CH2:16][CH2:15][CH2:14]2)=[CH:9][C:5]=1[C:6]([NH2:8])=[O:7]. (3) Given the reactants [F:1][C:2]([F:39])([F:38])[O:3][C:4]1[CH:5]=[C:6]([CH:35]=[CH:36][CH:37]=1)[CH2:7][N:8]([CH2:17][CH:18]1[CH:23]2[CH:19]1[CH2:20][N:21]([CH2:24][C:25]([O:27]CC1C=CC=CC=1)=[O:26])[CH2:22]2)[C:9]([C:11]1[N:12]=[CH:13][N:14]([CH3:16])[CH:15]=1)=[O:10], predict the reaction product. The product is: [F:39][C:2]([F:1])([F:38])[O:3][C:4]1[CH:5]=[C:6]([CH:35]=[CH:36][CH:37]=1)[CH2:7][N:8]([CH2:17][CH:18]1[CH:19]2[CH:23]1[CH2:22][N:21]([CH2:24][C:25]([OH:27])=[O:26])[CH2:20]2)[C:9]([C:11]1[N:12]=[CH:13][N:14]([CH3:16])[CH:15]=1)=[O:10]. (4) The product is: [CH2:25]([O:24][C:22]([N:21]=[S:19]([CH3:27])([C:15]1[CH:16]=[CH:17][CH:18]=[C:13]([CH2:12][O:11][C:6]2[CH:5]=[C:4]3[C:3]([C:1]([NH:33][C:34]4[CH:39]=[CH:38][N:37]=[C:36]([CH3:40])[CH:35]=4)=[N:2][CH:29]=[N:28]3)=[CH:8][C:7]=2[O:9][CH3:10])[CH:14]=1)=[O:20])=[O:23])[CH3:26]. Given the reactants [C:1]([C:3]1[CH:8]=[C:7]([O:9][CH3:10])[C:6]([O:11][CH2:12][C:13]2[CH:18]=[CH:17][CH:16]=[C:15]([S:19]([CH3:27])(=[N:21][C:22]([O:24][CH2:25][CH3:26])=[O:23])=[O:20])[CH:14]=2)=[CH:5][C:4]=1[N:28]=[CH:29]N(C)C)#[N:2].[NH2:33][C:34]1[CH:39]=[CH:38][N:37]=[C:36]([CH3:40])[CH:35]=1, predict the reaction product. (5) Given the reactants Cl.[F:2][C:3]1[CH:8]=[CH:7][C:6]([CH:9]([C:17]2[CH:22]=[CH:21][C:20]([F:23])=[CH:19][CH:18]=2)[CH:10]2[C:15](=[O:16])[CH2:14][CH2:13][NH:12][CH2:11]2)=[CH:5][CH:4]=1.C(NCC)(C)C.[F:30][CH:31]([F:41])[O:32][C:33]1[CH:40]=[CH:39][CH:38]=[CH:37][C:34]=1[CH2:35]O, predict the reaction product. The product is: [F:2][C:3]1[CH:8]=[CH:7][C:6]([CH:9]([C:17]2[CH:18]=[CH:19][C:20]([F:23])=[CH:21][CH:22]=2)[CH:10]2[C:15](=[O:16])[CH2:14][CH2:13][N:12]([CH2:35][C:34]3[CH:37]=[CH:38][CH:39]=[CH:40][C:33]=3[O:32][CH:31]([F:30])[F:41])[CH2:11]2)=[CH:5][CH:4]=1.